From a dataset of Reaction yield outcomes from USPTO patents with 853,638 reactions. Predict the reaction yield, written as a fraction of the theoretical maximum amount of product (1.0 means a 100% yield; for example, 0.34 means a 34% yield). The yield is 0.600. The product is [CH2:26]([O:16][C:13]1[CH:14]=[C:15]2[C:7]([C:5]3[CH:4]=[N:3][N:2]([CH3:1])[CH:6]=3)=[CH:8][N:9]([CH2:17][O:18][CH2:19][CH2:20][Si:21]([CH3:24])([CH3:23])[CH3:22])[C:10]2=[N:11][CH:12]=1)[CH3:27]. The catalyst is [N+](CCCC)(CCCC)(CCCC)CCCC.[I-].CC(C)=O. The reactants are [CH3:1][N:2]1[CH:6]=[C:5]([C:7]2[C:15]3[C:10](=[N:11][CH:12]=[C:13]([OH:16])[CH:14]=3)[N:9]([CH2:17][O:18][CH2:19][CH2:20][Si:21]([CH3:24])([CH3:23])[CH3:22])[CH:8]=2)[CH:4]=[N:3]1.Br[CH2:26][CH3:27].C([O-])([O-])=O.[K+].[K+].